From a dataset of Full USPTO retrosynthesis dataset with 1.9M reactions from patents (1976-2016). Predict the reactants needed to synthesize the given product. (1) Given the product [F:9][C:10]1[CH:11]=[CH:12][C:13]([CH3:23])=[C:14]2[C:18]=1[NH:17][C:16]([CH3:19])=[C:15]2[CH2:20][CH2:21][NH:22][C:30]([C:27]1[CH:28]=[CH:29][C:24]([C:33]2[CH:34]=[CH:35][CH:36]=[CH:37][CH:38]=2)=[CH:25][CH:26]=1)=[O:31], predict the reactants needed to synthesize it. The reactants are: C(N(CC)CC)C.Cl.[F:9][C:10]1[CH:11]=[CH:12][C:13]([CH3:23])=[C:14]2[C:18]=1[NH:17][C:16]([CH3:19])=[C:15]2[CH2:20][CH2:21][NH2:22].[C:24]1([C:33]2[CH:38]=[CH:37][CH:36]=[CH:35][CH:34]=2)[CH:29]=[CH:28][C:27]([C:30](Cl)=[O:31])=[CH:26][CH:25]=1. (2) Given the product [CH2:24]([S:21]([NH:20][C@@H:16]([CH:17]([CH3:18])[CH3:19])[C:15]([NH:14][CH2:13][C:12]1[CH:27]=[CH:28][C:9]([OH:8])=[C:10]([O:29][CH3:30])[CH:11]=1)=[O:26])(=[O:22])=[O:23])[CH3:25], predict the reactants needed to synthesize it. The reactants are: C([O:8][C:9]1[CH:28]=[CH:27][C:12]([CH2:13][NH:14][C:15](=[O:26])[C@@H:16]([NH:20][S:21]([CH2:24][CH3:25])(=[O:23])=[O:22])[CH:17]([CH3:19])[CH3:18])=[CH:11][C:10]=1[O:29][CH3:30])C1C=CC=CC=1.